This data is from Forward reaction prediction with 1.9M reactions from USPTO patents (1976-2016). The task is: Predict the product of the given reaction. (1) Given the reactants [Cl:1][C:2]1[N:6]2[CH:7]=[C:8]([CH:15]3[CH2:19][CH2:18][CH2:17][CH2:16]3)[CH:9]=[C:10]([C:11]([F:14])([F:13])[F:12])[C:5]2=[N:4][C:3]=1[C:20]([OH:22])=O.Cl.[NH:24]1[CH2:29][CH2:28][CH:27]([N:30]2[CH2:34][CH2:33][O:32][C:31]2=[O:35])[CH2:26][CH2:25]1.C(N(C(C)C)C(C)C)C.F[P-](F)(F)(F)(F)F.CN(C(ON1C2=NC=CC=C2N=N1)=[N+](C)C)C, predict the reaction product. The product is: [Cl:1][C:2]1[N:6]2[CH:7]=[C:8]([CH:15]3[CH2:16][CH2:17][CH2:18][CH2:19]3)[CH:9]=[C:10]([C:11]([F:13])([F:12])[F:14])[C:5]2=[N:4][C:3]=1[C:20]([N:24]1[CH2:25][CH2:26][CH:27]([N:30]2[CH2:34][CH2:33][O:32][C:31]2=[O:35])[CH2:28][CH2:29]1)=[O:22]. (2) Given the reactants [NH2:1][C@@H:2]1[CH2:6][CH2:5][N:4]([C:7]([O:9][C:10]([CH3:13])([CH3:12])[CH3:11])=[O:8])[CH2:3]1.C(N(CC)CC)C.[Cl:21][C:22]1[CH:27]=[CH:26][C:25]([Cl:28])=[CH:24][C:23]=1[S:29](Cl)(=[O:31])=[O:30], predict the reaction product. The product is: [Cl:21][C:22]1[CH:27]=[CH:26][C:25]([Cl:28])=[CH:24][C:23]=1[S:29]([NH:1][C@@H:2]1[CH2:6][CH2:5][N:4]([C:7]([O:9][C:10]([CH3:13])([CH3:12])[CH3:11])=[O:8])[CH2:3]1)(=[O:31])=[O:30]. (3) Given the reactants [C:1]([O:5][C:6]([N:8]1[CH2:15][C:14]2[C:10](=[N:11][NH:12][C:13]=2[NH2:16])[CH2:9]1)=[O:7])([CH3:4])([CH3:3])[CH3:2].C(O[CH:20](OCC)[CH:21]([CH3:29])[CH:22](OCC)OCC)C, predict the reaction product. The product is: [C:1]([O:5][C:6]([N:8]1[CH2:15][C:14]2=[C:13]3[N:12]([N:11]=[C:10]2[CH2:9]1)[CH:22]=[C:21]([CH3:29])[CH:20]=[N:16]3)=[O:7])([CH3:4])([CH3:2])[CH3:3]. (4) Given the reactants C(O[C:4]([C:6]1[C:7]2[S:15][CH:14]=[C:13]([CH2:16][O:17][C:18]3[CH:23]=[CH:22][C:21]([O:24][CH3:25])=[CH:20][C:19]=3[Cl:26])[C:8]=2[C:9]([NH2:12])=[N:10][CH:11]=1)=[O:5])C.O.[CH2:28]([CH2:30][NH2:31])[OH:29], predict the reaction product. The product is: [OH:29][CH2:28][CH2:30][NH:31][C:4]([C:6]1[C:7]2[S:15][CH:14]=[C:13]([CH2:16][O:17][C:18]3[CH:23]=[CH:22][C:21]([O:24][CH3:25])=[CH:20][C:19]=3[Cl:26])[C:8]=2[C:9]([NH2:12])=[N:10][CH:11]=1)=[O:5]. (5) Given the reactants C[O:2][C:3](=[O:33])[C:4]([NH:7][C:8]([C:10]1[CH:19]=[C:18]([Br:20])[C:17]2[C:12](=[CH:13][CH:14]=[CH:15][CH:16]=2)[C:11]=1[O:21][CH2:22][C:23]1[CH:28]=[CH:27][C:26]([C:29]([F:32])([F:31])[F:30])=[CH:25][CH:24]=1)=[O:9])([CH3:6])[CH3:5].Cl, predict the reaction product. The product is: [Br:20][C:18]1[C:17]2[C:12](=[CH:13][CH:14]=[CH:15][CH:16]=2)[C:11]([O:21][CH2:22][C:23]2[CH:24]=[CH:25][C:26]([C:29]([F:30])([F:31])[F:32])=[CH:27][CH:28]=2)=[C:10]([C:8]([NH:7][C:4]([CH3:6])([CH3:5])[C:3]([OH:33])=[O:2])=[O:9])[CH:19]=1. (6) Given the reactants [F:1][C:2]1[CH:3]=[C:4]([CH:6]=[CH:7][C:8]=1[O:9][C:10]1[CH:15]=[CH:14][N:13]=[C:12]2[CH:16]=[C:17](I)[S:18][C:11]=12)[NH2:5].[CH3:20][N:21]1[CH2:26][CH2:25][N:24]([CH2:27][C:28]#[CH:29])[CH2:23][CH2:22]1.C(N(C(C)C)C(C)C)C, predict the reaction product. The product is: [F:1][C:2]1[CH:3]=[C:4]([CH:6]=[CH:7][C:8]=1[O:9][C:10]1[CH:15]=[CH:14][N:13]=[C:12]2[CH:16]=[C:17]([C:29]#[C:28][CH2:27][N:24]3[CH2:25][CH2:26][N:21]([CH3:20])[CH2:22][CH2:23]3)[S:18][C:11]=12)[NH2:5]. (7) Given the reactants [Cl:1][CH2:2][C:3]1[CH:4]=[C:5]([C:11]2[CH:16]=CN=C(OCC)C=2)C(OC)=NC=1.Br[C:21]1[CH:22]=[C:23]([CH2:32]O)[CH:24]=[N:25][C:26]=1[O:27][CH2:28][CH:29]([F:31])[F:30].[Cl:34]C1C=CC=CC=1B(O)O, predict the reaction product. The product is: [Cl:34][CH2:32][C:23]1[CH:22]=[C:21]([C:11]2[CH:5]=[CH:4][CH:3]=[C:2]([Cl:1])[CH:16]=2)[C:26]([O:27][CH2:28][CH:29]([F:31])[F:30])=[N:25][CH:24]=1. (8) The product is: [Br:11][C:12]1[CH:13]=[CH:14][C:15]([Cl:20])=[C:16]([CH2:17][C:7]2[S:6][C:5]3[CH:9]=[CH:10][C:2]([CH3:1])=[CH:3][C:4]=3[CH:8]=2)[CH:19]=1. Given the reactants [CH3:1][C:2]1[CH:10]=[CH:9][C:5]2[S:6][CH:7]=[CH:8][C:4]=2[CH:3]=1.[Br:11][C:12]1[CH:13]=[CH:14][C:15]([Cl:20])=[C:16]([CH:19]=1)[CH:17]=O, predict the reaction product. (9) Given the reactants C[O:2][C:3]([C:5]1[S:6][C:7]([CH2:10][CH2:11][CH2:12][N:13]([CH2:23][CH2:24][CH2:25][C:26]2[CH:31]=[CH:30][CH:29]=[C:28]([Cl:32])[CH:27]=2)[S:14]([C:17]2[CH:18]=[N:19][CH:20]=[CH:21][CH:22]=2)(=[O:16])=[O:15])=[CH:8][CH:9]=1)=[O:4].[OH-].[Na+], predict the reaction product. The product is: [Cl:32][C:28]1[CH:27]=[C:26]([CH2:25][CH2:24][CH2:23][N:13]([S:14]([C:17]2[CH:18]=[N:19][CH:20]=[CH:21][CH:22]=2)(=[O:16])=[O:15])[CH2:12][CH2:11][CH2:10][C:7]2[S:6][C:5]([C:3]([OH:4])=[O:2])=[CH:9][CH:8]=2)[CH:31]=[CH:30][CH:29]=1. (10) Given the reactants [CH3:1][Si](C=[N+]=[N-])(C)C.[CH2:8]([C@:15]1([NH:27][C:28]([O:30][C:31]([CH3:34])([CH3:33])[CH3:32])=[O:29])[C:22](=[O:23])[N:21]2[C@@H:17]([S:18][CH2:19][C@H:20]2[C:24]([OH:26])=[O:25])[CH2:16]1)[C:9]1[CH:14]=[CH:13][CH:12]=[CH:11][CH:10]=1, predict the reaction product. The product is: [CH2:8]([C@:15]1([NH:27][C:28]([O:30][C:31]([CH3:34])([CH3:33])[CH3:32])=[O:29])[C:22](=[O:23])[N:21]2[C@@H:17]([S:18][CH2:19][C@H:20]2[C:24]([O:26][CH3:1])=[O:25])[CH2:16]1)[C:9]1[CH:14]=[CH:13][CH:12]=[CH:11][CH:10]=1.